Task: Predict the reaction yield, written as a fraction of the theoretical maximum amount of product (1.0 means a 100% yield; for example, 0.34 means a 34% yield).. Dataset: Reaction yield outcomes from USPTO patents with 853,638 reactions (1) The reactants are [Cl:1][C:2]1[CH:7]=[CH:6][CH:5]=[CH:4][C:3]=1[C:8]1[C:12]([C:13]([O:15][CH3:16])=[O:14])=[CH:11][NH:10][N:9]=1.[F:17][C:18]1[CH:23]=[C:22](B(O)O)[C:21]([CH3:27])=[CH:20][N:19]=1.N1C=CC=CC=1. The catalyst is C(Cl)Cl. The product is [Cl:1][C:2]1[CH:7]=[CH:6][CH:5]=[CH:4][C:3]=1[C:8]1[C:12]([C:13]([O:15][CH3:16])=[O:14])=[CH:11][N:10]([C:22]2[C:21]([CH3:27])=[CH:20][N:19]=[C:18]([F:17])[CH:23]=2)[N:9]=1. The yield is 0.400. (2) The catalyst is CS(C)=O. The product is [O:7]1[CH2:8][CH2:9][O:10][C:5]2[CH:4]=[C:3]([CH2:2][C:13]#[N:14])[CH:12]=[CH:11][C:6]1=2. The reactants are Cl[CH2:2][C:3]1[CH:12]=[CH:11][C:6]2[O:7][CH2:8][CH2:9][O:10][C:5]=2[CH:4]=1.[C-:13]#[N:14].[Na+].O. The yield is 0.860. (3) The reactants are [CH3:1][C:2]1[C:10]([N+:11]([O-:13])=[O:12])=[CH:9][CH:8]=[CH:7][C:3]=1[C:4]([OH:6])=[O:5].S(=O)(=O)(O)O.[CH3:19]O. No catalyst specified. The product is [CH3:19][O:5][C:4](=[O:6])[C:3]1[CH:7]=[CH:8][CH:9]=[C:10]([N+:11]([O-:13])=[O:12])[C:2]=1[CH3:1]. The yield is 0.763.